This data is from Reaction yield outcomes from USPTO patents with 853,638 reactions. The task is: Predict the reaction yield, written as a fraction of the theoretical maximum amount of product (1.0 means a 100% yield; for example, 0.34 means a 34% yield). The reactants are [C:1]([O:7][CH2:8][CH3:9])(=[O:6])[CH2:2][C:3]([CH3:5])=O.[Cl:10][C:11]1[C:18]([Cl:19])=[CH:17][CH:16]=[CH:15][C:12]=1[CH:13]=O.[NH4+:20].[OH-:21]. The catalyst is CCO.C(Cl)Cl. The product is [Cl:10][C:11]1[C:18]([Cl:19])=[CH:17][CH:16]=[CH:15][C:12]=1[CH:13]1[C:2]([C:1]([O:7][CH2:8][CH3:9])=[O:6])=[C:3]([CH3:5])[NH:20][C:3]([CH3:5])=[C:2]1[C:1]([O:7][CH2:8][CH3:9])=[O:21]. The yield is 0.210.